From a dataset of Reaction yield outcomes from USPTO patents with 853,638 reactions. Predict the reaction yield, written as a fraction of the theoretical maximum amount of product (1.0 means a 100% yield; for example, 0.34 means a 34% yield). (1) The reactants are C[O:2][C:3]1[CH:8]=[C:7]([C:9]([C:11]2[CH:16]=[CH:15][CH:14]=[CH:13][CH:12]=2)=[O:10])[CH:6]=[CH:5][C:4]=1[C:17]1[CH:22]=[CH:21][CH:20]=[C:19]([CH3:23])[CH:18]=1.B(Br)(Br)Br. The catalyst is C(Cl)Cl.CO. The product is [OH:2][C:3]1[CH:8]=[C:7]([C:9]([C:11]2[CH:16]=[CH:15][CH:14]=[CH:13][CH:12]=2)=[O:10])[CH:6]=[CH:5][C:4]=1[C:17]1[CH:22]=[CH:21][CH:20]=[C:19]([CH3:23])[CH:18]=1. The yield is 0.465. (2) The reactants are [CH2:1]([C@@H:5]1[NH:10][CH2:9][C@H:8]([CH2:11][CH:12]([CH3:14])[CH3:13])[NH:7][C:6]1=[O:15])[CH:2]([CH3:4])[CH3:3].[CH2:16]([C:18]1[CH:23]=[CH:22][C:21]([C:24]2[O:28][N:27]=[C:26]([C:29](O)=[O:30])[CH:25]=2)=[CH:20][CH:19]=1)[CH3:17].C([C@@H]1N(C([C@@H]2C[C@H]2C2C=CC=CC=2)=O)C[C@H](CC(C)C)NC1=O)C(C)C. No catalyst specified. The product is [CH2:16]([C:18]1[CH:23]=[CH:22][C:21]([C:24]2[O:28][N:27]=[C:26]([C:29]([N:10]3[CH2:9][C@H:8]([CH2:11][CH:12]([CH3:14])[CH3:13])[NH:7][C:6](=[O:15])[C@@H:5]3[CH2:1][CH:2]([CH3:4])[CH3:3])=[O:30])[CH:25]=2)=[CH:20][CH:19]=1)[CH3:17]. The yield is 0.848.